Regression/Classification. Given a drug SMILES string, predict its absorption, distribution, metabolism, or excretion properties. Task type varies by dataset: regression for continuous measurements (e.g., permeability, clearance, half-life) or binary classification for categorical outcomes (e.g., BBB penetration, CYP inhibition). Dataset: cyp1a2_veith. From a dataset of CYP1A2 inhibition data for predicting drug metabolism from PubChem BioAssay. (1) The molecule is O=C(NNc1nc2ccccc2s1)C1CC1. The result is 1 (inhibitor). (2) The molecule is COc1cccc(-c2cncnc2NCc2ccccc2)c1. The result is 1 (inhibitor). (3) The molecule is COc1ncc2nc(-c3ccccc3)c(=O)n(CCC#N)c2n1. The result is 1 (inhibitor). (4) The drug is COc1ccccc1OCc1ccc(C(=O)N(C)C)o1. The result is 1 (inhibitor). (5) The drug is O=C(O)c1ccccc1C1c2ccccc2Oc2ccccc21. The result is 0 (non-inhibitor). (6) The compound is O=C(O)C12CC3(C(=O)O)CC(C(=O)O)(CC(C(=O)O)(C1)C3=O)C2=O. The result is 0 (non-inhibitor). (7) The compound is C[C@@H](CS(=O)(=O)Cc1ccccc1)C(N)=O. The result is 0 (non-inhibitor). (8) The compound is C[C@@H]1O[C@H](C[N+](C)(C)C)CS1. The result is 0 (non-inhibitor).